Dataset: Catalyst prediction with 721,799 reactions and 888 catalyst types from USPTO. Task: Predict which catalyst facilitates the given reaction. (1) Reactant: [Cl:1][C:2]1[N:31]=[CH:30][C:5]2[N:6]=[C:7]([CH3:29])[N:8]([C:11]3[CH:16]=[CH:15][C:14]([O:17][CH2:18][CH2:19][CH2:20][N:21]4[CH2:26][CH2:25][CH2:24][CH2:23][CH2:22]4)=[CH:13][C:12]=3[O:27]C)[C:9](=[O:10])[C:4]=2[CH:3]=1.B(Br)(Br)Br.O. Product: [Cl:1][C:2]1[N:31]=[CH:30][C:5]2[N:6]=[C:7]([CH3:29])[N:8]([C:11]3[CH:16]=[CH:15][C:14]([O:17][CH2:18][CH2:19][CH2:20][N:21]4[CH2:26][CH2:25][CH2:24][CH2:23][CH2:22]4)=[CH:13][C:12]=3[OH:27])[C:9](=[O:10])[C:4]=2[CH:3]=1. The catalyst class is: 2. (2) Product: [Cl:1][C:2]1[CH:3]=[C:4]([N:12]([C@H:15]2[CH2:16][CH2:17][C@H:18]([N:21]([CH3:23])[CH3:22])[CH2:19][CH2:20]2)[CH2:13][CH3:14])[C:5]([CH3:11])=[C:6]([CH:10]=1)[C:7]([NH:32][CH2:31][C:30]1[C:25]([Cl:24])=[N:26][C:27]([CH3:34])=[CH:28][C:29]=1[Cl:33])=[O:9]. Reactant: [Cl:1][C:2]1[CH:3]=[C:4]([N:12]([C@H:15]2[CH2:20][CH2:19][C@H:18]([N:21]([CH3:23])[CH3:22])[CH2:17][CH2:16]2)[CH2:13][CH3:14])[C:5]([CH3:11])=[C:6]([CH:10]=1)[C:7]([OH:9])=O.[Cl:24][C:25]1[C:30]([CH2:31][NH2:32])=[C:29]([Cl:33])[CH:28]=[C:27]([CH3:34])[N:26]=1.C1CN([P+](ON2N=NC3C=CC=CC2=3)(N2CCCC2)N2CCCC2)CC1.F[P-](F)(F)(F)(F)F.C(N(CC)CC)C. The catalyst class is: 16. (3) The catalyst class is: 122. Product: [CH3:14][NH:15][S:16]([C:19]1[CH:20]=[C:21]([O:7][C:1]2[CH:6]=[CH:5][CH:4]=[CH:3][CH:2]=2)[CH:22]=[CH:23][CH:24]=1)(=[O:18])=[O:17]. Reactant: [C:1]1([OH:7])[CH:6]=[CH:5][CH:4]=[CH:3][CH:2]=1.C([O-])([O-])=O.[K+].[K+].[CH3:14][NH:15][S:16]([C:19]1[CH:24]=[CH:23][CH:22]=[C:21](Br)[CH:20]=1)(=[O:18])=[O:17]. (4) Reactant: [CH2:1]([O:3][C:4]([C:6]1[NH:10][CH:9]=[C:8]([CH2:11][CH2:12][CH2:13][C:14]([OH:16])=O)[CH:7]=1)=[O:5])[CH3:2].FC(F)(F)C(OC(=O)C(F)(F)F)=O. Product: [O:16]=[C:14]1[C:9]2[NH:10][C:6]([C:4]([O:3][CH2:1][CH3:2])=[O:5])=[CH:7][C:8]=2[CH2:11][CH2:12][CH2:13]1. The catalyst class is: 67. (5) Reactant: [F:1][C:2]1([F:40])[O:6][C:5]2[CH:7]=[CH:8][C:9]([C:11]3([C:14]([NH:16][C@H:17]4[C:26]5[C:21](=[CH:22][C:23]([O:27][CH3:28])=[CH:24][CH:25]=5)[O:20][C@@H:19]([C:29]5[CH:38]=[CH:37][C:32]([C:33]([O:35]C)=[O:34])=[C:31]([F:39])[CH:30]=5)[CH2:18]4)=[O:15])[CH2:13][CH2:12]3)=[CH:10][C:4]=2[O:3]1.[Li+].[OH-]. Product: [F:40][C:2]1([F:1])[O:6][C:5]2[CH:7]=[CH:8][C:9]([C:11]3([C:14]([NH:16][C@H:17]4[C:26]5[C:21](=[CH:22][C:23]([O:27][CH3:28])=[CH:24][CH:25]=5)[O:20][C@@H:19]([C:29]5[CH:38]=[CH:37][C:32]([C:33]([OH:35])=[O:34])=[C:31]([F:39])[CH:30]=5)[CH2:18]4)=[O:15])[CH2:13][CH2:12]3)=[CH:10][C:4]=2[O:3]1. The catalyst class is: 5. (6) Reactant: Cl[C:2]1[CH:7]=[C:6]([C:8]2[CH:13]=[CH:12][CH:11]=[CH:10][CH:9]=2)[N:5]=[C:4]([NH:14][C:15](=[O:29])[CH2:16][CH2:17][C:18]([C:20]2[CH:21]=[CH:22][C:23]3[O:27][CH2:26][CH2:25][C:24]=3[CH:28]=2)=[O:19])[CH:3]=1.C1(C2C=CC=CC=2)C=CC=CC=1P(C1CCCCC1)C1CCCCC1.C(=O)([O-])[O-].[K+].[K+].[CH3:61][N:62]1[CH:66]=[C:65](B2OC(C)(C)C(C)(C)O2)[CH:64]=[N:63]1. Product: [O:27]1[C:23]2[CH:22]=[CH:21][C:20]([C:18](=[O:19])[CH2:17][CH2:16][C:15]([NH:14][C:4]3[CH:3]=[C:2]([C:65]4[CH:64]=[N:63][N:62]([CH3:61])[CH:66]=4)[CH:7]=[C:6]([C:8]4[CH:13]=[CH:12][CH:11]=[CH:10][CH:9]=4)[N:5]=3)=[O:29])=[CH:28][C:24]=2[CH2:25][CH2:26]1. The catalyst class is: 110. (7) Reactant: [CH2:1]([O:8][C:9]([N:11]1[CH2:16][CH2:15][CH:14]([C:17]([OH:19])=O)[CH2:13][CH2:12]1)=[O:10])[C:2]1[CH:7]=[CH:6][CH:5]=[CH:4][CH:3]=1.Cl.[CH3:21][NH:22][O:23][CH3:24].CCN(C(C)C)C(C)C.CN(C(ON1N=NC2C=CC=CC1=2)=[N+](C)C)C.F[P-](F)(F)(F)(F)F.C1C=CC2N(O)N=NC=2C=1. Product: [CH3:24][O:23][N:22]([CH3:21])[C:17]([CH:14]1[CH2:13][CH2:12][N:11]([C:9]([O:8][CH2:1][C:2]2[CH:3]=[CH:4][CH:5]=[CH:6][CH:7]=2)=[O:10])[CH2:16][CH2:15]1)=[O:19]. The catalyst class is: 18.